Dataset: Forward reaction prediction with 1.9M reactions from USPTO patents (1976-2016). Task: Predict the product of the given reaction. (1) The product is: [O:1]1[C:6]2[CH:7]=[CH:8][C:9]([CH2:11][N:12]([CH3:44])[CH:13]3[CH2:18][NH:17][C@H:16]([C:26]([NH:28][C:29]4[C:38]5[C:33](=[CH:34][CH:35]=[C:36]([O:39][CH3:40])[N:37]=5)[N:32]=[CH:31][CH:30]=4)=[O:27])[CH2:15][CH2:14]3)=[CH:10][C:5]=2[O:4][CH2:3][CH2:2]1. Given the reactants [O:1]1[C:6]2[CH:7]=[CH:8][C:9]([CH2:11][NH:12][C@@H:13]3[CH2:18][N:17](C(OC(C)(C)C)=O)[C@H:16]([C:26]([NH:28][C:29]4[C:38]5[C:33](=[CH:34][CH:35]=[C:36]([O:39][CH3:40])[N:37]=5)[N:32]=[CH:31][CH:30]=4)=[O:27])[CH2:15][CH2:14]3)=[CH:10][C:5]=2[O:4][CH2:3][CH2:2]1.C=O.[BH3-][C:44]#N.[Na+].C(O)(C(F)(F)F)=O, predict the reaction product. (2) Given the reactants BrC1C=CC2N(CC3CC3)C([CH2:9][O:10][CH2:11][C:12]3([C:25]4[CH:30]=[CH:29][CH:28]=[CH:27][CH:26]=4)[CH2:17][CH2:16][N:15]([C:18]([O:20][C:21]([CH3:24])([CH3:23])[CH3:22])=[O:19])[CH2:14][CH2:13]3)=NC=2C=1.BrC1C=CC2N=C(COCC3(C4C=CC=CC=4)CCN(C(OC(C)(C)C)=O)CC3)N(CC3CC3)C=2C=1.[F:73][C:74]([F:95])([F:94])[C:75]1[CH:76]=[C:77](CO)[C:78]2[N:82]=[CH:81][N:80]([CH2:83][O:84][CH2:85][CH2:86][Si:87]([CH3:90])([CH3:89])[CH3:88])[C:79]=2[CH:91]=1.S(Cl)(Cl)=O.OCC1(C2C=CC=CC=2)CCN(C(OC(C)(C)C)=O)CC1.[H-].[Na+], predict the reaction product. The product is: [C:25]1([C:12]2([CH2:11][O:10][CH2:9][C:77]3[C:78]4[N:82]=[CH:81][N:80]([CH2:83][O:84][CH2:85][CH2:86][Si:87]([CH3:90])([CH3:89])[CH3:88])[C:79]=4[CH:91]=[C:75]([C:74]([F:73])([F:94])[F:95])[CH:76]=3)[CH2:17][CH2:16][N:15]([C:18]([O:20][C:21]([CH3:24])([CH3:22])[CH3:23])=[O:19])[CH2:14][CH2:13]2)[CH:26]=[CH:27][CH:28]=[CH:29][CH:30]=1. (3) Given the reactants C([O:8][C:9]1[CH:10]=[C:11]([N:15]2[CH:20]=[CH:19][C:18](=[O:21])[C:17]([C:22](O)=O)=[N:16]2)[CH:12]=[CH:13][CH:14]=1)C1C=CC=CC=1.OCCN1C=C(N2C=CC(=O)C(C[C:41]3[CH:42]=[C:43]([NH:47][C:48](=[O:52])[O:49][CH2:50][CH3:51])[CH:44]=[CH:45][CH:46]=3)=N2)C=N1, predict the reaction product. The product is: [CH2:50]([O:49][C:48](=[O:52])[NH:47][C:43]1[CH:44]=[CH:45][CH:46]=[C:41]([CH2:22][C:17]2[C:18](=[O:21])[CH:19]=[CH:20][N:15]([C:11]3[CH:12]=[CH:13][CH:14]=[C:9]([OH:8])[CH:10]=3)[N:16]=2)[CH:42]=1)[CH3:51]. (4) Given the reactants [O:1]1[CH:5]=[CH:4][CH:3]=[C:2]1[C:6]1[CH:11]=[CH:10][N:9]=[C:8]([C:12]([OH:14])=O)[CH:7]=1.FC(F)(F)C(O)=O.[Cl:22][C:23]1[CH:28]=[CH:27][C:26]([NH:29][C:30]([CH:32]2[CH2:37][CH2:36][CH2:35][NH:34][CH2:33]2)=[O:31])=[CH:25][CH:24]=1.C(N(CC)C(C)C)(C)C.Cl.C(N=C=NCCCN(C)C)C, predict the reaction product. The product is: [Cl:22][C:23]1[CH:24]=[CH:25][C:26]([NH:29][C:30]([CH:32]2[CH2:37][CH2:36][CH2:35][N:34]([C:12]([C:8]3[CH:7]=[C:6]([C:2]4[O:1][CH:5]=[CH:4][CH:3]=4)[CH:11]=[CH:10][N:9]=3)=[O:14])[CH2:33]2)=[O:31])=[CH:27][CH:28]=1.